Regression. Given a target protein amino acid sequence and a drug SMILES string, predict the binding affinity score between them. We predict pIC50 (pIC50 = -log10(IC50 in M); higher means more potent). Dataset: bindingdb_ic50. From a dataset of Drug-target binding data from BindingDB using IC50 measurements. (1) The drug is O=C(O)CCNC(=O)c1ccc(CN(C(=O)Nc2cc(Cl)cc(Cl)c2)c2ccc(C3=CCCCC3)cc2)cc1. The target protein (P43219) has sequence MPLRLLLLLLWLWGLSLQRAETDSEGQTTGELYQRWERYGWECQNTLEATEPPSGLACNGSFDMYACWNYTAANTTARVSCPWYLPWYRQVAAGFVFRQCGSDGQWGSWRDHTQCENPEKNGAFQDQKLILERLQVVYTVGYSLSLATLLLALLILSLFRRLHCTRNYIHMNLFTSFMLRAGAILTRDQLLPPLGPYTGNQTPTLWNQALAACRTAQILTQYCVGANYTWLLVEGVYLHHLLVVVRRSEKGHFRCYLLLGWGAPALFVIPWVIVRYLYENTQCWERNEVKAIWWIIRTPILITILINFLIFIRILGILVSKLRTRQMRCPDYRLRLARSTLTLMPLLGVHEVVFAPVTEEQAEGSLRFAKLAFEIFLSSFQGFLVSVLYCFINKEVQSEIRRLRLSLQEQCPRPHLGQAPRAVPLSSAPQEAAIRNALPSGMLHVPGDEVLESYC. The pIC50 is 6.7. (2) The small molecule is Nc1c(-c2ccc(F)cc2)c(-c2ccncc2)nn1-c1c(Cl)cc(Cl)cc1Cl. The target protein sequence is MRPSGTAGAALLALLAALCPASRALEEKKVCQGTSNKLTQLGTFEDHFLSLQRMFNNCEVVLGNLEITYVQRNYDLSFLKTIQEVAGYVLIALNTVERIPLENLQIIRGNMYYENSYALAVLSNYDANKTGLKELPMRNLQEILHGAVRFSNNPALCNVESIQWRDIVSSDFLSNMSMDFQNHLGSCQKCDPSCPNGSCWGAGEENCQKLTKIICAQQCSGRCRGKSPSDCCHNQCAAGCTGPRESDCLVCRKFRDEATCKDTCPPLMLYNPTTYQMDVNPEGKYSFGATCVKKCPRNYVVTDHGSCVRACGADSYEMEEDGVRKCKKCEGPCRKVCNGIGIGEFKDSLSINATNIKHFKNCTSISGDLHILPVAFRGDSFTHTPPLDPQELDILKTVKEITGFLLIQAWPENRTDLHAFENLEIIRGRTKQHGQFSLAVVSLNITSLGLRSLKEISDGDVIISGNKNLCYANTINWKKLFGTSGQKTKIISNRGENSCK.... The pIC50 is 5.8. (3) The small molecule is CCOc1nc2cccc(C(=O)O)c2n1Cc1ccc(-c2ccccc2-c2nc(=O)o[nH]2)cc1. The target protein (P25104) has sequence MILNSSTEDGIKRIQDDCPKAGRHNYIFIMIPTLYSIIFVVGIFGNSLVVIVIYFYMKLKTVASVFLLNLALADLCFLLTLPLWAVYTAMEYRWPFGNYLCKIASASVSFNLYASVFLLTCLSIDRYLAIVHPMKSRLRRTMLVAKVTCIIIWLLAGLASLPTIIHRNVFFIENTNITVCAFHYESQNSTLPVGLGLTKNILGFLFPFLIILTSYTLIWKTLKKAYEIQKNKPRKDDIFKIILAIVLFFFFSWVPHQIFTFMDVLIQLGLIRDCKIEDIVDTAMPITICLAYFNNCLNPLFYGFLGKKFKKYFLQLLKYIPPKAKSHSNLSTKMSTLSYRPSENGNSSTKKPAPCIEVE. The pIC50 is 6.4.